Task: Predict the reaction yield, written as a fraction of the theoretical maximum amount of product (1.0 means a 100% yield; for example, 0.34 means a 34% yield).. Dataset: Reaction yield outcomes from USPTO patents with 853,638 reactions (1) The reactants are [OH:1][NH:2][C:3]([C:5]1[C:14]2[C:9](=[CH:10][CH:11]=[CH:12][CH:13]=2)[CH:8]=[CH:7][N:6]=1)=[NH:4].[CH3:15][O:16][C:17]1[CH:26]=[CH:25][C:24]2[C:19](=[CH:20][CH:21]=[CH:22][CH:23]=2)[C:18]=1[C:27](O)=O. No catalyst specified. The product is [CH3:15][O:16][C:17]1[CH:26]=[CH:25][C:24]2[C:19](=[CH:20][CH:21]=[CH:22][CH:23]=2)[C:18]=1[C:27]1[O:1][N:2]=[C:3]([C:5]2[C:14]3[C:9](=[CH:10][CH:11]=[CH:12][CH:13]=3)[CH:8]=[CH:7][N:6]=2)[N:4]=1. The yield is 0.0400. (2) The reactants are [Br:1][C:2]1[CH:10]=[C:9]([CH3:11])[CH:8]=[CH:7][C:3]=1[C:4]([OH:6])=[O:5].[OH-:12].[Na+].Cl.[Si](C=[N+]=[N-])(C)(C)C.CCCCCC.[CH3:28]O. The catalyst is C1COCC1. The product is [CH3:28][O:5][C:4](=[O:6])[C:3]1[CH:7]=[CH:8][C:9]([CH2:11][OH:12])=[CH:10][C:2]=1[Br:1]. The yield is 0.290. (3) The reactants are [Cl:1][C:2]1[CH:7]=[CH:6][C:5]([NH:8][C:9](=[O:14])[CH2:10][N:11]([CH3:13])[CH3:12])=[CH:4][C:3]=1[N+:15]([O-])=O.Cl. The catalyst is C(O)C.CO. The product is [NH2:15][C:3]1[CH:4]=[C:5]([NH:8][C:9](=[O:14])[CH2:10][N:11]([CH3:12])[CH3:13])[CH:6]=[CH:7][C:2]=1[Cl:1]. The yield is 0.550. (4) The reactants are N1C=CN=C1.[OH:6][C:7]1[CH:14]=[CH:13][C:10]([CH:11]=[O:12])=[CH:9][CH:8]=1.[Si:15](Cl)([C:18]([CH3:21])([CH3:20])[CH3:19])([CH3:17])[CH3:16].O. The catalyst is C1COCC1. The product is [Si:15]([O:6][C:7]1[CH:14]=[CH:13][C:10]([CH:11]=[O:12])=[CH:9][CH:8]=1)([C:18]([CH3:21])([CH3:20])[CH3:19])([CH3:17])[CH3:16]. The yield is 0.900. (5) The catalyst is C(O)C.O1CCCC1. The product is [CH:1]([O:4][C:5]1([C:8]2[CH:13]=[CH:12][C:11]([C:14]#[C:15][C:16]3[CH:17]=[CH:18][C:19]([C:20]([OH:22])=[O:21])=[CH:25][CH:26]=3)=[CH:10][CH:9]=2)[CH2:6][CH2:7]1)([CH3:3])[CH3:2]. The reactants are [CH:1]([O:4][C:5]1([C:8]2[CH:13]=[CH:12][C:11]([C:14]#[C:15][C:16]3[CH:26]=[CH:25][C:19]([C:20]([O:22]CC)=[O:21])=[CH:18][CH:17]=3)=[CH:10][CH:9]=2)[CH2:7][CH2:6]1)([CH3:3])[CH3:2].[OH-].[Na+]. The yield is 0.880. (6) The reactants are C[Al](C)C.[CH3:5][O:6][C:7]1[CH:8]=[C:9]([CH2:15][CH2:16][C:17]2[CH:18]=[C:19]([NH2:22])[NH:20][N:21]=2)[CH:10]=[C:11]([O:13][CH3:14])[CH:12]=1.[CH3:23][O:24][CH2:25][CH:26]1[NH:31][CH2:30][CH2:29][N:28]([C:32]2[N:37]=[CH:36][C:35]([C:38](OC)=[O:39])=[CH:34][N:33]=2)[CH2:27]1.Cl. The catalyst is C1(C)C=CC=CC=1.CO. The product is [CH3:14][O:13][C:11]1[CH:10]=[C:9]([CH2:15][CH2:16][C:17]2[CH:18]=[C:19]([NH:22][C:38]([C:35]3[CH:34]=[N:33][C:32]([N:28]4[CH2:29][CH2:30][NH:31][CH:26]([CH2:25][O:24][CH3:23])[CH2:27]4)=[N:37][CH:36]=3)=[O:39])[NH:20][N:21]=2)[CH:8]=[C:7]([O:6][CH3:5])[CH:12]=1. The yield is 0.570. (7) The product is [C:1]([O:5][C:6](=[O:21])[NH:7][C@H:8]1[CH2:14][NH:13][C:12]2[N:15]=[CH:16][N:17]=[C:18]([Cl:19])[C:11]=2[N:10]([CH3:25])[C:9]1=[O:20])([CH3:4])([CH3:2])[CH3:3]. The catalyst is CN(C=O)C. The yield is 0.810. The reactants are [C:1]([O:5][C:6](=[O:21])[NH:7][C@H:8]1[CH2:14][NH:13][C:12]2[N:15]=[CH:16][N:17]=[C:18]([Cl:19])[C:11]=2[NH:10][C:9]1=[O:20])([CH3:4])([CH3:3])[CH3:2].[H-].[Na+].I[CH3:25].O.